From a dataset of NCI-60 drug combinations with 297,098 pairs across 59 cell lines. Regression. Given two drug SMILES strings and cell line genomic features, predict the synergy score measuring deviation from expected non-interaction effect. (1) Drug 1: CCC1=C2CN3C(=CC4=C(C3=O)COC(=O)C4(CC)O)C2=NC5=C1C=C(C=C5)O. Drug 2: CC12CCC3C(C1CCC2O)C(CC4=C3C=CC(=C4)O)CCCCCCCCCS(=O)CCCC(C(F)(F)F)(F)F. Cell line: SNB-75. Synergy scores: CSS=18.4, Synergy_ZIP=-6.96, Synergy_Bliss=-0.640, Synergy_Loewe=-29.6, Synergy_HSA=-0.246. (2) Drug 1: C1CCC(C1)C(CC#N)N2C=C(C=N2)C3=C4C=CNC4=NC=N3. Drug 2: C1=CC(=CC=C1CCC2=CNC3=C2C(=O)NC(=N3)N)C(=O)NC(CCC(=O)O)C(=O)O. Cell line: IGROV1. Synergy scores: CSS=18.2, Synergy_ZIP=-8.34, Synergy_Bliss=-4.84, Synergy_Loewe=-22.7, Synergy_HSA=-2.80. (3) Drug 1: CC1=C(C=C(C=C1)NC2=NC=CC(=N2)N(C)C3=CC4=NN(C(=C4C=C3)C)C)S(=O)(=O)N.Cl. Drug 2: CCC1(C2=C(COC1=O)C(=O)N3CC4=CC5=C(C=CC(=C5CN(C)C)O)N=C4C3=C2)O.Cl. Cell line: NCI-H322M. Synergy scores: CSS=-2.93, Synergy_ZIP=1.60, Synergy_Bliss=-0.564, Synergy_Loewe=-1.01, Synergy_HSA=-2.69. (4) Drug 2: CC(C)(C#N)C1=CC(=CC(=C1)CN2C=NC=N2)C(C)(C)C#N. Drug 1: C1CN1C2=NC(=NC(=N2)N3CC3)N4CC4. Cell line: OVCAR-4. Synergy scores: CSS=2.40, Synergy_ZIP=-1.27, Synergy_Bliss=1.66, Synergy_Loewe=-1.07, Synergy_HSA=-0.744. (5) Drug 1: CN1C(=O)N2C=NC(=C2N=N1)C(=O)N. Drug 2: N.N.Cl[Pt+2]Cl. Cell line: COLO 205. Synergy scores: CSS=36.4, Synergy_ZIP=-10.2, Synergy_Bliss=-3.15, Synergy_Loewe=-4.77, Synergy_HSA=2.42. (6) Drug 1: CC1=C2C(C(=O)C3(C(CC4C(C3C(C(C2(C)C)(CC1OC(=O)C(C(C5=CC=CC=C5)NC(=O)C6=CC=CC=C6)O)O)OC(=O)C7=CC=CC=C7)(CO4)OC(=O)C)O)C)OC(=O)C. Drug 2: C1C(C(OC1N2C=NC3=C2NC=NCC3O)CO)O. Cell line: IGROV1. Synergy scores: CSS=29.4, Synergy_ZIP=6.21, Synergy_Bliss=8.97, Synergy_Loewe=-8.43, Synergy_HSA=8.25.